Dataset: Reaction yield outcomes from USPTO patents with 853,638 reactions. Task: Predict the reaction yield, written as a fraction of the theoretical maximum amount of product (1.0 means a 100% yield; for example, 0.34 means a 34% yield). The reactants are [C:1]([NH:8][C:9]1[S:10][CH:11]=[CH:12][C:13]=1[C:14]1[CH:19]=[CH:18][CH:17]=[CH:16][CH:15]=1)([O:3][C:4]([CH3:7])([CH3:6])[CH3:5])=[O:2].[Cl:20]N1C(=O)CCC1=O. The catalyst is ClCCl. The product is [C:1]([NH:8][C:9]1[S:10][C:11]([Cl:20])=[CH:12][C:13]=1[C:14]1[CH:19]=[CH:18][CH:17]=[CH:16][CH:15]=1)([O:3][C:4]([CH3:7])([CH3:6])[CH3:5])=[O:2]. The yield is 0.660.